Task: Predict the reaction yield, written as a fraction of the theoretical maximum amount of product (1.0 means a 100% yield; for example, 0.34 means a 34% yield).. Dataset: Reaction yield outcomes from USPTO patents with 853,638 reactions (1) The reactants are [Br:1][C:2]1[CH:7]=[CH:6][C:5]([NH:8][C:9]2[C:10]([CH2:25][OH:26])=[CH:11][C:12]3[N:16]([CH2:17][CH2:18][S:19]([CH3:22])(=[O:21])=[O:20])[CH:15]=[N:14][C:13]=3[C:23]=2[F:24])=[C:4]([Cl:27])[CH:3]=1.CC(C)=O. The catalyst is C1COCC1.O=[Mn]=O. The product is [Br:1][C:2]1[CH:7]=[CH:6][C:5]([NH:8][C:9]2[C:10]([CH:25]=[O:26])=[CH:11][C:12]3[N:16]([CH2:17][CH2:18][S:19]([CH3:22])(=[O:21])=[O:20])[CH:15]=[N:14][C:13]=3[C:23]=2[F:24])=[C:4]([Cl:27])[CH:3]=1. The yield is 0.820. (2) The reactants are [C:1]1([CH2:7][CH2:8][C:9]([NH:11][C:12]2[CH:21]=[CH:20][C:15]([C:16](OC)=[O:17])=[CH:14][CH:13]=2)=[O:10])[CH:6]=[CH:5][CH:4]=[CH:3][CH:2]=1.O.[NH2:23][NH2:24]. The catalyst is CCO. The product is [NH:23]([C:16]([C:15]1[CH:20]=[CH:21][C:12]([NH:11][C:9](=[O:10])[CH2:8][CH2:7][C:1]2[CH:6]=[CH:5][CH:4]=[CH:3][CH:2]=2)=[CH:13][CH:14]=1)=[O:17])[NH2:24]. The yield is 0.770. (3) The reactants are C([O:4][C:5]1[CH:6]=[C:7]2[C:12](=[CH:13][CH:14]=1)[N:11]=[CH:10][N:9]=[C:8]2[Cl:15])(=O)C. The catalyst is N. The product is [Cl:15][C:8]1[C:7]2[C:12](=[CH:13][CH:14]=[C:5]([OH:4])[CH:6]=2)[N:11]=[CH:10][N:9]=1. The yield is 0.800. (4) The reactants are [Cl:1][C:2]1[CH:3]=[C:4]([C@@H:8]2[CH2:12][O:11][C:10](=[O:13])[N:9]2[CH:14]2[CH2:19][CH2:18][N:17]([CH2:20][C:21]3[C:22]([CH3:36])=[N:23][C:24]([O:27][C:28]4[CH:33]=[CH:32][C:31]([O:34]C)=[CH:30][CH:29]=4)=[CH:25][CH:26]=3)[CH2:16][CH2:15]2)[CH:5]=[CH:6][CH:7]=1.B(Br)(Br)Br.CO. The catalyst is C(Cl)Cl. The product is [Cl:1][C:2]1[CH:3]=[C:4]([C@@H:8]2[CH2:12][O:11][C:10](=[O:13])[N:9]2[CH:14]2[CH2:19][CH2:18][N:17]([CH2:20][C:21]3[C:22]([CH3:36])=[N:23][C:24]([O:27][C:28]4[CH:29]=[CH:30][C:31]([OH:34])=[CH:32][CH:33]=4)=[CH:25][CH:26]=3)[CH2:16][CH2:15]2)[CH:5]=[CH:6][CH:7]=1. The yield is 0.630. (5) The reactants are [Cl:1][C:2]1[CH:9]=[C:8]([OH:10])[CH:7]=[CH:6][C:3]=1[CH:4]=[O:5].[O:11]1[CH:16]=[CH:15][CH2:14][CH2:13][CH2:12]1.C1(C)C=CC(S([O-])(=O)=O)=CC=1.[NH+]1C=CC=CC=1.C(=O)(O)[O-].[Na+]. The catalyst is C(Cl)Cl.O1CCCC1.O. The product is [Cl:1][C:2]1[CH:9]=[C:8]([O:10][CH:12]2[CH2:13][CH2:14][CH2:15][CH2:16][O:11]2)[CH:7]=[CH:6][C:3]=1[CH:4]=[O:5]. The yield is 0.720. (6) The reactants are [CH3:1][O:2][C:3](=[O:29])[C:4]1[CH:9]=[CH:8][C:7]([N:10]2[C:14]([NH:15][C:16](OC3C=CC=CC=3)=[O:17])=[CH:13][C:12]([C:25]([CH3:28])([CH3:27])[CH3:26])=[N:11]2)=[CH:6][CH:5]=1.[F:30][C:31]1[CH:36]=[C:35]([O:37][C:38]2[CH:43]=[CH:42][N:41]=[C:40]([CH3:44])[CH:39]=2)[CH:34]=[CH:33][C:32]=1[NH2:45]. No catalyst specified. The product is [CH3:1][O:2][C:3](=[O:29])[C:4]1[CH:9]=[CH:8][C:7]([N:10]2[C:14]([NH:15][C:16]([NH:45][C:32]3[CH:33]=[CH:34][C:35]([O:37][C:38]4[CH:43]=[CH:42][N:41]=[C:40]([CH3:44])[CH:39]=4)=[CH:36][C:31]=3[F:30])=[O:17])=[CH:13][C:12]([C:25]([CH3:26])([CH3:28])[CH3:27])=[N:11]2)=[CH:6][CH:5]=1. The yield is 0.660.